From a dataset of Full USPTO retrosynthesis dataset with 1.9M reactions from patents (1976-2016). Predict the reactants needed to synthesize the given product. (1) Given the product [CH2:27]([C:21]1[CH:20]=[C:19]([O:29][CH3:30])[C:13]2[N:14]([CH2:15][CH2:16][O:17][CH3:18])[C:10]([C:7]3[CH:8]=[CH:9][C:4]([CH:1]([CH3:2])[CH3:3])=[CH:5][CH:6]=3)=[N:11][C:12]=2[C:22]=1[C:23]([F:25])([F:24])[F:26])[C:31]1[CH:36]=[CH:35][CH:34]=[CH:33][CH:32]=1, predict the reactants needed to synthesize it. The reactants are: [CH:1]([C:4]1[CH:9]=[CH:8][C:7]([C:10]2[N:14]([CH2:15][CH2:16][O:17][CH3:18])[C:13]3[C:19]([O:29][CH3:30])=[CH:20][C:21]([CH:27]=O)=[C:22]([C:23]([F:26])([F:25])[F:24])[C:12]=3[N:11]=2)=[CH:6][CH:5]=1)([CH3:3])[CH3:2].[C:31]1([Mg]Br)[CH:36]=[CH:35][CH:34]=[CH:33][CH:32]=1. (2) Given the product [CH3:16][N:12]([CH:13]([CH3:15])[CH3:14])[C:11]1[C:2]([C:27]2[CH:31]=[CH:30][N:29]([Si:32]([CH:36]([CH3:38])[CH3:37])([CH:39]([CH3:41])[CH3:40])[CH:33]([CH3:34])[CH3:35])[CH:28]=2)=[N:3][C:4]2[C:9]([N:10]=1)=[CH:8][C:7]([C:17]([O:19][CH3:20])=[O:18])=[CH:6][CH:5]=2, predict the reactants needed to synthesize it. The reactants are: Cl[C:2]1[C:11]([N:12]([CH3:16])[CH:13]([CH3:15])[CH3:14])=[N:10][C:9]2[C:4](=[CH:5][CH:6]=[C:7]([C:17]([O:19][CH3:20])=[O:18])[CH:8]=2)[N:3]=1.CC1(C)OB([C:27]2[CH:31]=[CH:30][N:29]([Si:32]([CH:39]([CH3:41])[CH3:40])([CH:36]([CH3:38])[CH3:37])[CH:33]([CH3:35])[CH3:34])[CH:28]=2)OC1(C)C.C(=O)([O-])[O-].[Na+].[Na+]. (3) Given the product [CH3:31][S:32]([N:35]1[CH2:40][CH2:39][N:38]([C:19]2[CH:20]=[CH:21][C:9]3[C:8](=[O:30])[C:7]4[C:6]5[C:14](=[CH:15][C:3]([C:1]#[N:2])=[CH:4][CH:5]=5)[NH:13][C:12]=4[C:11]([CH3:17])([CH3:16])[C:10]=3[CH:18]=2)[CH2:37][CH2:36]1)(=[O:34])=[O:33], predict the reactants needed to synthesize it. The reactants are: [C:1]([C:3]1[CH:15]=[C:14]2[C:6]([C:7]3[C:8](=[O:30])[C:9]4[CH:21]=[CH:20][C:19](OS(C(F)(F)F)(=O)=O)=[CH:18][C:10]=4[C:11]([CH3:17])([CH3:16])[C:12]=3[NH:13]2)=[CH:5][CH:4]=1)#[N:2].[CH3:31][S:32]([N:35]1[CH2:40][CH2:39][NH:38][CH2:37][CH2:36]1)(=[O:34])=[O:33]. (4) Given the product [NH2:43][C:41]([O:17][CH:13]1[CH2:14][CH2:15][CH2:16][N:11]([C:9]2[N:10]=[C:5]3[CH:4]=[C:3]([CH2:29][CH2:30][C:31]4[S:32][CH:33]=[C:34]([CH:36]([CH3:38])[CH3:37])[N:35]=4)[C:2]([F:1])=[CH:28][N:6]3[C:7](=[O:27])[C:8]=2/[CH:18]=[CH:19]/[C:20]([O:22][C:23]([CH3:26])([CH3:25])[CH3:24])=[O:21])[CH2:12]1)=[O:42], predict the reactants needed to synthesize it. The reactants are: [F:1][C:2]1[C:3]([CH2:29][CH2:30][C:31]2[S:32][CH:33]=[C:34]([CH:36]([CH3:38])[CH3:37])[N:35]=2)=[CH:4][C:5]2[N:6]([CH:28]=1)[C:7](=[O:27])[C:8](/[CH:18]=[CH:19]/[C:20]([O:22][C:23]([CH3:26])([CH3:25])[CH3:24])=[O:21])=[C:9]([N:11]1[CH2:16][CH2:15][CH2:14][CH:13]([OH:17])[CH2:12]1)[N:10]=2.ClC(Cl)(Cl)[C:41]([N:43]=C=O)=[O:42].CO.C(Cl)(Cl)Cl.C([O-])=O.[Na+]. (5) Given the product [Cl:1][C:2]1[C:7]([F:8])=[CH:6][N:5]=[C:4]2[NH:9][CH:10]=[CH:11][C:3]=12, predict the reactants needed to synthesize it. The reactants are: [Cl:1][C:2]1[C:7]([F:8])=[CH:6][N:5]=[C:4]2[N:9]([Si](C(C)C)(C(C)C)C(C)C)[CH:10]=[CH:11][C:3]=12.[F-].C([N+](CCCC)(CCCC)CCCC)CCC. (6) The reactants are: [CH:1]([O:4][CH2:5][CH2:6][CH2:7][NH:8][C:9]1[C:18]2[C:13](=[CH:14][CH:15]=[CH:16][N:17]=2)[N:12]=[CH:11][C:10]=1[N+:19]([O-])=O)([CH3:3])[CH3:2]. Given the product [CH:1]([O:4][CH2:5][CH2:6][CH2:7][NH:8][C:9]1[C:18]2[C:13](=[CH:14][CH:15]=[CH:16][N:17]=2)[N:12]=[CH:11][C:10]=1[NH2:19])([CH3:3])[CH3:2], predict the reactants needed to synthesize it.